From a dataset of Experimentally validated miRNA-target interactions with 360,000+ pairs, plus equal number of negative samples. Binary Classification. Given a miRNA mature sequence and a target amino acid sequence, predict their likelihood of interaction. (1) The miRNA is hsa-miR-513a-5p with sequence UUCACAGGGAGGUGUCAU. The protein sequence of the target gene is MGNQMSVPQRVEDQENEPEAETYQDNASALNGVPVVVSTHTVQHLEEVDLGISVKTDNVATSSPETTEISAVADANGKNLGKEAKPEAPAAKSRFFLMLSRPVPGRTGDQAADSSLGSVKLDVSSNKAPANKDPSESWTLPVAAGPGQDTDKTPGHAPAQDKVLSAARDPTLLPPETGGAGGEAPSKPKDSSFFDKFFKLDKGQEKVPGDSQQEAKRAEHQDKVDEVPGLSGQSDDVPAGKDIVDGKEKEGQELGTADCSVPGDPEGLETAKDDSQAAAIAENNNSIMSFFKTLVSPNKA.... Result: 0 (no interaction). (2) The miRNA is mmu-miR-3089-5p with sequence UGAGUUCAGGGACAGCGUGUCU. The protein sequence of the target gene is MSSGLWSQEKVTSPYWEERIFYLLLQECSVTDKQTQKLLKVPKGSIGQYIQDRSVGHSRVPSTKGKKNQIGLKILEQPHAVLFVDEKDVVEINEKFTELLLAITNCEERLSLFRNRLRLSKGLQVDVGSPVKVQLRSGEEKFPGVVRFRGPLLAERTVSGIFFGVELLEEGRGQGFTDGVYQGKQLFQCDEDCGVFVALDKLELIEDDDNGLESDFAGPGDTMQVEPPPLEINSRVSLKVGESTESGTVIFCDVLPGKESLGYFVGVDMDNPIGNWDGRFDGVQLCSFASVESTILLHIN.... Result: 1 (interaction). (3) The protein sequence of the target gene is MGVLRVGLCPGLTEEMIQLLRSHRIKTVVDLVSADLEEVAQKCGLSYKALVALRRVLLAQFSAFPVNGADLYEELKTSTAILSTGIGSLDKLLDAGLYTGEVTEIVGGPGSGKTQVCLCMAANVAHGLQQNVLYVDSNGGLTASRLLQLLQAKTQDEEEQAEALRRIQVVHAFDIFQMLDVLQELRGTVAQQVTGSSGTVKVVVVDSVTAVVSPLLGGQQREGLALMMQLARELKTLARDLGMAVVVTNHITRDRDSGRLKPALGRSWSFVPSTRILLDTIEGAGASGGRRMACLAKSSR.... Result: 0 (no interaction). The miRNA is hsa-miR-4694-3p with sequence CAAAUGGACAGGAUAACACCU. (4) The miRNA is hsa-miR-6516-5p with sequence UUUGCAGUAACAGGUGUGAGCA. The protein sequence of the target gene is MDKNIGEQLNKAYEAFRQACMDRDSAVKELQQKTENYEQRIREQQEQLSLQQTIIDKLKSQLLLVNSTQDNNYGCVPLLEDSETRKNNLTLDQPQDKVISGIAREKLPKVRRQEVSSPRKETSARSLGSPLLHERGNIEKTFWDLKEEFHKICMLAKAQKDHLSKLNIPDTATETQCSVPIQCTDKTDKQEALFKPQAKDDINRGAPSITSVTPRGLCRDEEDTSFESLSKFNVKFPPMDNDSTFLHSTPERPGILSPATSEAVCQEKFNMEFRDNPGNFVKTEETLFEIQGIDPIASAI.... Result: 1 (interaction). (5) Result: 0 (no interaction). The miRNA is rno-miR-30a-5p with sequence UGUAAACAUCCUCGACUGGAAG. The protein sequence of the target gene is MYRDPEAASPGAPTRDVLLVSAIITVSLSVTIVLCGLCHWCQRKLGKRYKNSLETVGTPDSGRGRGEKKAIKLPAGGKAVNTAPVPGQTPHDESDRRTETRSSVSDLVNSLTSEMLMLSPGSEEDEAHEGCSRENLGRIQFSVGYNFQESTLTVKVMKAQELPAKDFSGTSDPFVKIYLLPDKKHKLETKVKRKNLNPHWNETFLFEGFPYEKVVQRVLYLQVLDYDRFSRNDPIGEVSIPLNKVDLTQMQTFWKDLKPCSDGSGSRGELLLSLCYNPSANSIIVNIIKARNLKAMDIGG.... (6) The miRNA is hsa-miR-30c-2-3p with sequence CUGGGAGAAGGCUGUUUACUCU. The protein sequence of the target gene is MPPAGLRRAAPLTAIALLVLGAPLVLAGEDCLWYLDRNGSWHPGFNCEFFTFCCGTCYHRYCCRDLTLLITERQQKHCLAFSPKTIAGIASAVILFVAVVATTICCFLCSCCYLYRRRQQLQSPFEGQEIPMTGIPVQPVYPYPQDPKAGPAPPQPGFIYPPSGPAPQYPLYPAGPPVYNPAAPPPYMPPQPSYPGA. Result: 0 (no interaction).